This data is from TCR-epitope binding with 47,182 pairs between 192 epitopes and 23,139 TCRs. The task is: Binary Classification. Given a T-cell receptor sequence (or CDR3 region) and an epitope sequence, predict whether binding occurs between them. (1) The epitope is IIKDYGKQM. The TCR CDR3 sequence is CASSVDKGGTDTQYF. Result: 1 (the TCR binds to the epitope). (2) The epitope is EEHVQIHTI. The TCR CDR3 sequence is CSVVGRVNTGELFF. Result: 0 (the TCR does not bind to the epitope). (3) The epitope is GTITSGWTF. The TCR CDR3 sequence is CSVLGLLAGSTSSYEQYF. Result: 0 (the TCR does not bind to the epitope). (4) Result: 0 (the TCR does not bind to the epitope). The epitope is YLNTLTLAV. The TCR CDR3 sequence is CASSAGTSGFGYNEQFF.